From a dataset of Reaction yield outcomes from USPTO patents with 853,638 reactions. Predict the reaction yield, written as a fraction of the theoretical maximum amount of product (1.0 means a 100% yield; for example, 0.34 means a 34% yield). (1) The reactants are C([NH:18][C@H:19]([C:30]([OH:32])=[O:31])[CH2:20][C:21]1[CH:26]=[CH:25][C:24]([C:27](=[O:29])[CH3:28])=[CH:23][CH:22]=1)(OCC1C2C(=CC=CC=2)C2C1=CC=CC=2)=O.N1CCCCC1. The catalyst is O. The product is [C:27]([C:24]1[CH:25]=[CH:26][C:21]([CH2:20][C@@H:19]([C:30]([OH:32])=[O:31])[NH2:18])=[CH:22][CH:23]=1)(=[O:29])[CH3:28]. The yield is 0.880. (2) The reactants are [CH2:1]([O:4][C:5]1([CH3:18])[CH2:10][CH2:9][N:8](C(OC(C)(C)C)=O)[CH2:7][CH2:6]1)[CH:2]=[CH2:3].[ClH:19].O1CCOCC1. No catalyst specified. The product is [ClH:19].[CH2:1]([O:4][C:5]1([CH3:18])[CH2:6][CH2:7][NH:8][CH2:9][CH2:10]1)[CH:2]=[CH2:3]. The yield is 0.950. (3) The reactants are [Cl:1][C:2]1[CH:10]=[C:9]2[C:5]([C:6]([C:12]3[N:13]=[C:14]4[C:20]([C:21]([NH:23][C:24]([CH3:35])([CH3:34])[CH2:25][NH:26]C(=O)OC(C)(C)C)=[O:22])=[CH:19][NH:18][C:15]4=[N:16][CH:17]=3)=[N:7][N:8]2[CH3:11])=[CH:4][CH:3]=1.Cl. The catalyst is O1CCOCC1. The product is [NH2:26][CH2:25][C:24]([NH:23][C:21]([C:20]1[C:14]2[C:15](=[N:16][CH:17]=[C:12]([C:6]3[C:5]4[C:9](=[CH:10][C:2]([Cl:1])=[CH:3][CH:4]=4)[N:8]([CH3:11])[N:7]=3)[N:13]=2)[NH:18][CH:19]=1)=[O:22])([CH3:35])[CH3:34]. The yield is 0.550. (4) The reactants are B1([O-])OO1.[OH2:5].O.O.O.[Na+].[CH2:10]([S:12]([N:15]1[CH2:20][CH2:19][CH:18]([C:21]2[C:29]3[C:24](=[C:25]([C:38]#[N:39])[CH:26]=[C:27]([N:30]([CH3:37])[C:31]4[CH:36]=[CH:35][CH:34]=[CH:33][CH:32]=4)[CH:28]=3)[NH:23][CH:22]=2)[CH2:17][CH2:16]1)(=[O:14])=[O:13])[CH3:11]. The catalyst is C(O)C.O. The product is [CH2:10]([S:12]([N:15]1[CH2:20][CH2:19][CH:18]([C:21]2[C:29]3[C:24](=[C:25]([C:38]([NH2:39])=[O:5])[CH:26]=[C:27]([N:30]([CH3:37])[C:31]4[CH:36]=[CH:35][CH:34]=[CH:33][CH:32]=4)[CH:28]=3)[NH:23][CH:22]=2)[CH2:17][CH2:16]1)(=[O:14])=[O:13])[CH3:11]. The yield is 0.480.